From a dataset of Forward reaction prediction with 1.9M reactions from USPTO patents (1976-2016). Predict the product of the given reaction. (1) Given the reactants C[Si]([N-][Si](C)(C)C)(C)C.[Na+].[CH3:11][C:12]1([CH3:25])[O:17][C:16]2[CH:18]=[CH:19][C:20]([C:22](=[O:24])[CH3:23])=[CH:21][C:15]=2[CH2:14][O:13]1.Cl[Si](C)(C)C.[Br:31]Br.S([O-])([O-])=O.[Na+].[Na+].C(=O)(O)[O-].[Na+], predict the reaction product. The product is: [Br:31][CH2:23][C:22]([C:20]1[CH:19]=[CH:18][C:16]2[O:17][C:12]([CH3:25])([CH3:11])[O:13][CH2:14][C:15]=2[CH:21]=1)=[O:24]. (2) Given the reactants [Br:1][C:2]1[CH:3]=[C:4]([C:12]2[N:13]=[C:14]([CH2:17][CH2:18][C:19]([O:21]C)=[O:20])[O:15][CH:16]=2)[CH:5]=[C:6]([C:8]([F:11])([F:10])[F:9])[CH:7]=1.ClC1C=C(C2N=C(CCC(O)=O)OC=2)C=C(C(F)(F)F)C=1, predict the reaction product. The product is: [Br:1][C:2]1[CH:3]=[C:4]([C:12]2[N:13]=[C:14]([CH2:17][CH2:18][C:19]([OH:21])=[O:20])[O:15][CH:16]=2)[CH:5]=[C:6]([C:8]([F:10])([F:9])[F:11])[CH:7]=1. (3) Given the reactants BrBr.[CH3:3][O:4][C:5]([N:7]1[CH:12]=[CH:11][CH:10]=[CH:9][CH2:8]1)=[O:6].[NH2:13][C:14]([NH2:16])=[O:15].CC#N, predict the reaction product. The product is: [CH3:3][O:4][C:5]([N:7]1[CH2:8][CH:9]=[CH:10][C@H:11]2[O:15][C:14]([NH2:16])=[N:13][C@@H:12]12)=[O:6]. (4) Given the reactants [C:1]([O:5][C:6]([NH:8][C@H:9]([CH2:27][OH:28])[CH2:10][C:11]1[CH:26]=[CH:25][C:14]([O:15][C:16]2[N:24]=[CH:23][CH:22]=[CH:21][C:17]=2[C:18]([OH:20])=[O:19])=[CH:13][CH:12]=1)=[O:7])([CH3:4])([CH3:3])[CH3:2].CI.[C:31](=O)([O-])[O-].[K+].[K+], predict the reaction product. The product is: [CH3:31][O:19][C:18](=[O:20])[C:17]1[CH:21]=[CH:22][CH:23]=[N:24][C:16]=1[O:15][C:14]1[CH:25]=[CH:26][C:11]([CH2:10][C@H:9]([NH:8][C:6]([O:5][C:1]([CH3:3])([CH3:4])[CH3:2])=[O:7])[CH2:27][OH:28])=[CH:12][CH:13]=1. (5) Given the reactants O[C:2]1[C:11]2[C:6](=[CH:7][CH:8]=[CH:9][CH:10]=2)[C:5]2[O:12][C:13]3[CH:18]=[CH:17][C:16]([O:19][CH3:20])=[CH:15][C:14]=3[C:4]=2[N:3]=1.[Cl:21]C1C=C2C(C3OC4C=CC=CC=4C=3N=C2O)=CC=1, predict the reaction product. The product is: [CH3:20][O:19][C:16]1[CH:17]=[CH:18][C:13]2[O:12][C:5]3[C:6]4[C:11](=[CH:10][CH:9]=[CH:8][CH:7]=4)[C:2]([Cl:21])=[N:3][C:4]=3[C:14]=2[CH:15]=1. (6) Given the reactants [C:1](=[O:4])([O-])[O-].[K+].[K+].CI.[Br:9][C:10]1[CH:11]=[CH:12][C:13]([F:17])=[C:14](O)[CH:15]=1.O, predict the reaction product. The product is: [Br:9][C:10]1[CH:15]=[CH:14][C:13]([F:17])=[C:12]([O:4][CH3:1])[CH:11]=1. (7) The product is: [NH2:1][C:2]1[C:3]([C:24]([OH:25])=[O:28])=[N:4][C:5]([C:14]2[CH:19]=[CH:18][C:17](=[O:20])[N:16]([CH:21]([CH3:23])[CH3:22])[N:15]=2)=[C:6]([C:8]2[CH:9]=[CH:10][CH:11]=[CH:12][CH:13]=2)[N:7]=1. Given the reactants [NH2:1][C:2]1[C:3]([C:24](N)=[O:25])=[N:4][C:5]([C:14]2[CH:19]=[CH:18][C:17](=[O:20])[N:16]([CH:21]([CH3:23])[CH3:22])[N:15]=2)=[C:6]([C:8]2[CH:13]=[CH:12][CH:11]=[CH:10][CH:9]=2)[N:7]=1.Cl.[OH-:28].[Na+], predict the reaction product. (8) Given the reactants [H-].[Na+].[C:3]([O:7][C:8](=[O:16])[CH2:9][CH2:10][CH2:11][CH2:12][C@H:13]([OH:15])[CH3:14])([CH3:6])([CH3:5])[CH3:4].Cl[C:18]1[C:19]2[C:26]([C:27]3[CH:32]=[CH:31][C:30]([CH2:33][CH3:34])=[CH:29][CH:28]=3)=[C:25]([C:35]3[CH:40]=[CH:39][CH:38]=[CH:37][C:36]=3[F:41])[O:24][C:20]=2[N:21]=[CH:22][N:23]=1.O, predict the reaction product. The product is: [C:3]([O:7][C:8](=[O:16])[CH2:9][CH2:10][CH2:11][CH2:12][C@H:13]([O:15][C:18]1[C:19]2[C:26]([C:27]3[CH:28]=[CH:29][C:30]([CH2:33][CH3:34])=[CH:31][CH:32]=3)=[C:25]([C:35]3[CH:40]=[CH:39][CH:38]=[CH:37][C:36]=3[F:41])[O:24][C:20]=2[N:21]=[CH:22][N:23]=1)[CH3:14])([CH3:4])([CH3:6])[CH3:5].